Task: Predict the product of the given reaction.. Dataset: Forward reaction prediction with 1.9M reactions from USPTO patents (1976-2016) (1) Given the reactants [NH2:1][C:2]12[CH2:9][CH2:8][C:5]([C:10]3[NH:18][C:17]4[C:16](=[O:19])[N:15]([CH2:20][CH2:21][CH3:22])[C:14](=[O:23])[N:13]([CH2:24][CH2:25][CH3:26])[C:12]=4[N:11]=3)([CH2:6][CH2:7]1)[CH2:4][CH2:3]2.[S:27]1[CH:31]=[CH:30][CH:29]=[C:28]1[CH:32]=O.C(O[BH-](OC(=O)C)OC(=O)C)(=O)C.[Na+], predict the reaction product. The product is: [CH2:20]([N:15]1[C:16](=[O:19])[C:17]2[NH:18][C:10]([C:5]34[CH2:8][CH2:9][C:2]([NH:1][CH2:32][C:28]5[S:27][CH:31]=[CH:30][CH:29]=5)([CH2:7][CH2:6]3)[CH2:3][CH2:4]4)=[N:11][C:12]=2[N:13]([CH2:24][CH2:25][CH3:26])[C:14]1=[O:23])[CH2:21][CH3:22]. (2) Given the reactants [N+:1]([C:4]1[CH:16]=[CH:15][C:7]([N:8]([CH2:12][CH:13]=[CH2:14])[CH2:9][CH:10]=[CH2:11])=[CH:6][CH:5]=1)([O-])=O.O.O.[Sn](Cl)Cl, predict the reaction product. The product is: [CH2:12]([N:8]([CH2:9][CH:10]=[CH2:11])[C:7]1[CH:15]=[CH:16][C:4]([NH2:1])=[CH:5][CH:6]=1)[CH:13]=[CH2:14]. (3) Given the reactants [N+:1]([C:4]1[CH:5]=[C:6]2[C:11](=[CH:12][CH:13]=1)[NH:10][C:9](=[O:14])[CH2:8][CH2:7]2)([O-:3])=[O:2].C(=O)([O-])[O-].[K+].[K+].Cl[CH2:22][C:23](=[O:25])[CH3:24].O, predict the reaction product. The product is: [N+:1]([C:4]1[CH:5]=[C:6]2[C:11](=[CH:12][CH:13]=1)[N:10]([CH2:22][C:23](=[O:25])[CH3:24])[C:9](=[O:14])[CH2:8][CH2:7]2)([O-:3])=[O:2]. (4) Given the reactants [Br:1][C:2]1[CH:7]=[CH:6][C:5](/[CH:8]=[CH:9]/[N+:10]([O-:12])=[O:11])=[CH:4][CH:3]=1.[CH2:13]=O.[NH:15]([CH2:17]C(O)=O)[CH3:16].O, predict the reaction product. The product is: [Br:1][C:2]1[CH:3]=[CH:4][C:5]([C@H:8]2[C@H:9]([N+:10]([O-:12])=[O:11])[CH2:13][N:15]([CH3:17])[CH2:16]2)=[CH:6][CH:7]=1.